This data is from Reaction yield outcomes from USPTO patents with 853,638 reactions. The task is: Predict the reaction yield, written as a fraction of the theoretical maximum amount of product (1.0 means a 100% yield; for example, 0.34 means a 34% yield). (1) The reactants are [CH3:1][C:2]1[C:6]([CH2:7][C:8]([OH:10])=O)=[C:5]([CH3:11])[O:4][N:3]=1.CN(C=O)C.C(Cl)(C(Cl)=O)=O.[NH2:23][C:24]1[CH:29]=[CH:28][C:27]([N:30]2[CH2:35][CH2:34][N:33]([CH:36]([C:44]3[CH:49]=[CH:48][CH:47]=[CH:46][CH:45]=3)[C:37]([N:39]([CH2:42][CH3:43])[CH2:40][CH3:41])=[O:38])[CH2:32][CH2:31]2)=[C:26]([F:50])[CH:25]=1. The catalyst is ClCCCl. The product is [CH3:1][C:2]1[C:6]([CH2:7][C:8]([NH:23][C:24]2[CH:29]=[CH:28][C:27]([N:30]3[CH2:35][CH2:34][N:33]([CH:36]([C:44]4[CH:45]=[CH:46][CH:47]=[CH:48][CH:49]=4)[C:37]([N:39]([CH2:40][CH3:41])[CH2:42][CH3:43])=[O:38])[CH2:32][CH2:31]3)=[C:26]([F:50])[CH:25]=2)=[O:10])=[C:5]([CH3:11])[O:4][N:3]=1. The yield is 0.450. (2) The reactants are [CH:1]1([CH2:4][O:5][NH:6][C:7]([C:9]2[C:22]([NH:23][C:24]3[CH:29]=[CH:28][C:27]([Br:30])=[CH:26][C:25]=3[Cl:31])=[C:21]([F:32])[C:12]3[N:13]=[CH:14][N:15]([CH2:16][CH2:17][CH2:18][CH2:19]Cl)[C:11]=3[CH:10]=2)=[O:8])[CH2:3][CH2:2]1.[I-].[Na+].[CH3:35][N:36]1[CH2:41][CH2:40][NH:39][CH2:38][CH2:37]1. The catalyst is C(OCC)(=O)C. The product is [CH:1]1([CH2:4][O:5][NH:6][C:7]([C:9]2[C:22]([NH:23][C:24]3[CH:29]=[CH:28][C:27]([Br:30])=[CH:26][C:25]=3[Cl:31])=[C:21]([F:32])[C:12]3[N:13]=[CH:14][N:15]([CH2:16][CH2:17][CH2:18][CH2:19][N:39]4[CH2:40][CH2:41][N:36]([CH3:35])[CH2:37][CH2:38]4)[C:11]=3[CH:10]=2)=[O:8])[CH2:2][CH2:3]1. The yield is 0.720. (3) The catalyst is C1CCCCC1. The reactants are S(Cl)([Cl:4])(=O)=O.[C:6]([C:10]1[CH:15]=[CH:14][C:13]([CH:16]([C:18]2[CH:23]=[CH:22][C:21]([Cl:24])=[C:20]([O:25][CH3:26])[N:19]=2)O)=[CH:12][CH:11]=1)([CH3:9])([CH3:8])[CH3:7].C(N(CC)CC)C. The yield is 0.960. The product is [C:6]([C:10]1[CH:15]=[CH:14][C:13]([CH:16]([Cl:4])[C:18]2[N:19]=[C:20]([O:25][CH3:26])[C:21]([Cl:24])=[CH:22][CH:23]=2)=[CH:12][CH:11]=1)([CH3:9])([CH3:8])[CH3:7]. (4) The reactants are [S:1]([N:11]1[C:15]2=[N:16][CH:17]=[C:18]([NH:20][C:21](=[O:27])[O:22][C:23]([CH3:26])([CH3:25])[CH3:24])[N:19]=[C:14]2[CH:13]=[CH:12]1)([C:4]1[CH:10]=[CH:9][C:7]([CH3:8])=[CH:6][CH:5]=1)(=[O:3])=[O:2].[H-].[Na+].Br[CH2:31][C:32]([CH:34]1[CH2:38][CH:37]([N:39]([CH2:47][C:48]2[CH:53]=[CH:52][CH:51]=[CH:50][CH:49]=2)[CH2:40][C:41]2[CH:46]=[CH:45][CH:44]=[CH:43][CH:42]=2)[CH2:36][CH:35]1[CH3:54])=[O:33]. The catalyst is CN(C=O)C. The product is [CH2:47]([N:39]([CH2:40][C:41]1[CH:42]=[CH:43][CH:44]=[CH:45][CH:46]=1)[CH:37]1[CH2:38][CH:34]([C:32](=[O:33])[CH2:31][N:20]([C:18]2[N:19]=[C:14]3[CH:13]=[CH:12][N:11]([S:1]([C:4]4[CH:5]=[CH:6][C:7]([CH3:8])=[CH:9][CH:10]=4)(=[O:3])=[O:2])[C:15]3=[N:16][CH:17]=2)[C:21](=[O:27])[O:22][C:23]([CH3:24])([CH3:26])[CH3:25])[CH:35]([CH3:54])[CH2:36]1)[C:48]1[CH:49]=[CH:50][CH:51]=[CH:52][CH:53]=1. The yield is 0.970. (5) The reactants are [NH:1]1[C:9]2[C:4](=[CH:5][CH:6]=[CH:7][CH:8]=2)[C:3]2([C:21]3[C:12](=[CH:13][C:14]4[O:19][CH2:18][CH2:17][O:16][C:15]=4[CH:20]=3)[O:11][CH2:10]2)[C:2]1=[O:22].C(=O)([O-])[O-].[Cs+].[Cs+].Cl[CH2:30][C:31]1[CH:36]=[CH:35][CH:34]=[C:33]([C:37]([F:40])([F:39])[F:38])[N:32]=1.CN(C)C=O. The catalyst is O.C(OCC)(=O)C. The product is [F:40][C:37]([F:38])([F:39])[C:33]1[N:32]=[C:31]([CH2:30][N:1]2[C:9]3[C:4](=[CH:5][CH:6]=[CH:7][CH:8]=3)[C:3]3([C:21]4[C:12](=[CH:13][C:14]5[O:19][CH2:18][CH2:17][O:16][C:15]=5[CH:20]=4)[O:11][CH2:10]3)[C:2]2=[O:22])[CH:36]=[CH:35][CH:34]=1. The yield is 0.700. (6) The reactants are Br[C:2]1[CH:7]=[CH:6][C:5]([N:8]2[C:20]3[CH:19]=[CH:18][C:17]4[CH:21]=[CH:22][CH:23]=[CH:24][C:16]=4[C:15]=3[C:14]3[C:13]4[CH:25]=[CH:26][CH:27]=[CH:28][C:12]=4[CH:11]=[CH:10][C:9]2=3)=[CH:4][CH:3]=1.[C:29]1([C:35]2[C:48]3[C:43](=[CH:44][CH:45]=[CH:46][CH:47]=3)[C:42](B(O)O)=[C:41]3[C:36]=2[CH:37]=[CH:38][CH:39]=[CH:40]3)[CH:34]=[CH:33][CH:32]=[CH:31][CH:30]=1.C1(C)C=CC=CC=1.C(=O)([O-])[O-].[Na+].[Na+]. The catalyst is C1C=CC([P]([Pd]([P](C2C=CC=CC=2)(C2C=CC=CC=2)C2C=CC=CC=2)([P](C2C=CC=CC=2)(C2C=CC=CC=2)C2C=CC=CC=2)[P](C2C=CC=CC=2)(C2C=CC=CC=2)C2C=CC=CC=2)(C2C=CC=CC=2)C2C=CC=CC=2)=CC=1.C(O)C. The product is [C:29]1([C:35]2[C:48]3[C:43](=[CH:44][CH:45]=[CH:46][CH:47]=3)[C:42]([C:2]3[CH:7]=[CH:6][C:5]([N:8]4[C:9]5[CH:10]=[CH:11][C:12]6[CH:28]=[CH:27][CH:26]=[CH:25][C:13]=6[C:14]=5[C:15]5[C:16]6[CH:24]=[CH:23][CH:22]=[CH:21][C:17]=6[CH:18]=[CH:19][C:20]4=5)=[CH:4][CH:3]=3)=[C:41]3[C:36]=2[CH:37]=[CH:38][CH:39]=[CH:40]3)[CH:34]=[CH:33][CH:32]=[CH:31][CH:30]=1. The yield is 0.550. (7) The reactants are [CH:1]([CH:4]1[S:9][CH2:8][CH2:7][CH2:6][S:5]1)([CH3:3])[CH3:2].C([Li])CCC.[CH:15](=[O:19])[CH2:16][CH2:17][CH3:18]. The catalyst is O1CCCC1. The product is [CH:1]([C:4]1([CH:15]([OH:19])[CH2:16][CH2:17][CH3:18])[S:9][CH2:8][CH2:7][CH2:6][S:5]1)([CH3:3])[CH3:2]. The yield is 0.850. (8) The reactants are [CH3:1][O:2][C:3](=[O:24])/[C:4](/[C:11]1[CH:16]=[CH:15][C:14]([N:17]2[C:21]([CH3:22])=[N:20][N:19]=[N:18]2)=[C:13]([Cl:23])[CH:12]=1)=[CH:5]/[CH:6]1[CH2:10][CH2:9][CH2:8][CH2:7]1.[BH4-].[Na+]. The catalyst is CO.O.O.O.O.O.O.[Ni](Cl)Cl. The product is [CH3:1][O:2][C:3](=[O:24])[CH:4]([C:11]1[CH:16]=[CH:15][C:14]([N:17]2[C:21]([CH3:22])=[N:20][N:19]=[N:18]2)=[C:13]([Cl:23])[CH:12]=1)[CH2:5][CH:6]1[CH2:7][CH2:8][CH2:9][CH2:10]1. The yield is 0.990.